Predict the product of the given reaction. From a dataset of Forward reaction prediction with 1.9M reactions from USPTO patents (1976-2016). (1) Given the reactants [Cl:1][C:2]1[CH:10]=[C:9]2[C:5]([CH2:6][C:7](=[O:11])[NH:8]2)=[CH:4][CH:3]=1.[CH:12](=O)[C:13]1[CH:18]=[CH:17][CH:16]=[N:15][CH:14]=1.N1CCCCC1, predict the reaction product. The product is: [Cl:1][C:2]1[CH:10]=[C:9]2[C:5](/[C:6](=[CH:12]/[C:13]3[CH:14]=[N:15][CH:16]=[CH:17][CH:18]=3)/[C:7](=[O:11])[NH:8]2)=[CH:4][CH:3]=1. (2) Given the reactants Cl[C:2]1[CH:3]=[C:4]2[C:10]([C:11]3[CH:12]=[C:13]([NH:17][CH:18]([CH:27]([CH3:29])[CH3:28])[C:19]([NH:21][CH2:22][C:23]([F:26])([F:25])[F:24])=[O:20])[CH:14]=[N:15][CH:16]=3)=[CH:9][N:8]([CH2:30][O:31][CH2:32][CH2:33][Si:34]([CH3:37])([CH3:36])[CH3:35])[C:5]2=[N:6][CH:7]=1.[OH-:38].[K+], predict the reaction product. The product is: [OH:38][C:2]1[CH:3]=[C:4]2[C:10]([C:11]3[CH:12]=[C:13]([NH:17][CH:18]([CH:27]([CH3:29])[CH3:28])[C:19]([NH:21][CH2:22][C:23]([F:26])([F:25])[F:24])=[O:20])[CH:14]=[N:15][CH:16]=3)=[CH:9][N:8]([CH2:30][O:31][CH2:32][CH2:33][Si:34]([CH3:37])([CH3:36])[CH3:35])[C:5]2=[N:6][CH:7]=1. (3) Given the reactants I[CH2:2][CH2:3][O:4][CH2:5][CH2:6][O:7][CH2:8][CH2:9][O:10][C:11]1[CH:20]=[C:19]2[C:14]([CH:15]=[CH:16][C:17](=[O:21])[O:18]2)=[CH:13][CH:12]=1.[N-:22]=[N+:23]=[N-:24].[Na+], predict the reaction product. The product is: [N:22]([CH2:2][CH2:3][O:4][CH2:5][CH2:6][O:7][CH2:8][CH2:9][O:10][C:11]1[CH:20]=[C:19]2[C:14]([CH:15]=[CH:16][C:17](=[O:21])[O:18]2)=[CH:13][CH:12]=1)=[N+:23]=[N-:24]. (4) Given the reactants [F:1][C:2]([F:38])([F:37])[C:3]1[CH:4]=[C:5]([C@H:13]([O:15][C@H:16]2[CH2:20][N:19]([C:21]([O:23][C:24]([CH3:27])([CH3:26])[CH3:25])=[O:22])[C@@H:18](C=O)[C@@H:17]2[C:30]2[CH:35]=[CH:34][C:33]([F:36])=[CH:32][CH:31]=2)[CH3:14])[CH:6]=[C:7]([C:9]([F:12])([F:11])[F:10])[CH:8]=1.[C:39]([O:43][C:44]([CH:46]=P(C1C=CC=CC=1)(C1C=CC=CC=1)C1C=CC=CC=1)=[O:45])([CH3:42])([CH3:41])[CH3:40].[CH2:66](Cl)Cl, predict the reaction product. The product is: [F:12][C:9]([F:10])([F:11])[C:7]1[CH:6]=[C:5]([C@H:13]([O:15][C@H:16]2[CH2:20][N:19]([C:21]([O:23][C:24]([CH3:26])([CH3:25])[CH3:27])=[O:22])[C@@H:18](/[CH:66]=[CH:46]/[C:44]([O:43][C:39]([CH3:40])([CH3:41])[CH3:42])=[O:45])[C@@H:17]2[C:30]2[CH:35]=[CH:34][C:33]([F:36])=[CH:32][CH:31]=2)[CH3:14])[CH:4]=[C:3]([C:2]([F:1])([F:37])[F:38])[CH:8]=1. (5) Given the reactants C(=O)([O-])[O-].[K+].[K+].FC(F)(F)C([NH:11][CH2:12][CH2:13][C:14]1[CH:19]=[CH:18][C:17]([CH2:20][CH:21]([CH3:23])[CH3:22])=[CH:16][CH:15]=1)=O, predict the reaction product. The product is: [CH2:20]([C:17]1[CH:16]=[CH:15][C:14]([CH2:13][CH2:12][NH2:11])=[CH:19][CH:18]=1)[CH:21]([CH3:23])[CH3:22]. (6) Given the reactants [N:1]([C@@H:4]1[CH2:9][CH2:8][CH2:7][CH2:6][C@H:5]1[S:10][C:11]1[CH:16]=[CH:15][CH:14]=[CH:13][CH:12]=1)=[N+]=[N-].C1(P(C2C=CC=CC=2)C2C=CC=CC=2)C=CC=CC=1.O, predict the reaction product. The product is: [C:11]1([S:10][C@@H:5]2[CH2:6][CH2:7][CH2:8][CH2:9][C@H:4]2[NH2:1])[CH:12]=[CH:13][CH:14]=[CH:15][CH:16]=1.